From a dataset of Full USPTO retrosynthesis dataset with 1.9M reactions from patents (1976-2016). Predict the reactants needed to synthesize the given product. (1) Given the product [CH3:22][C:18]1([CH3:21])[CH2:19][CH2:20][C:15]([C:10]2[CH:9]=[C:8]([CH2:7][CH2:6][S:3](=[O:4])(=[O:5])[N:2]([CH3:1])[CH3:23])[CH:13]=[CH:12][C:11]=2[NH:14][C:64]([C:53]2[N:54]([CH2:56][O:57][CH2:58][CH2:59][Si:60]([CH3:63])([CH3:62])[CH3:61])[CH:55]=[C:51]([C:49]#[N:50])[N:52]=2)=[O:65])=[CH:16][CH2:17]1, predict the reactants needed to synthesize it. The reactants are: [CH3:1][N:2]([CH3:23])[S:3]([CH2:6][CH2:7][C:8]1[CH:13]=[CH:12][C:11]([NH2:14])=[C:10]([C:15]2[CH2:20][CH2:19][C:18]([CH3:22])([CH3:21])[CH2:17][CH:16]=2)[CH:9]=1)(=[O:5])=[O:4].C1CN([P+](Br)(N2CCCC2)N2CCCC2)CC1.F[P-](F)(F)(F)(F)F.[K+].[C:49]([C:51]1[N:52]=[C:53]([C:64]([O-])=[O:65])[N:54]([CH2:56][O:57][CH2:58][CH2:59][Si:60]([CH3:63])([CH3:62])[CH3:61])[CH:55]=1)#[N:50].CCN(C(C)C)C(C)C. (2) The reactants are: [CH3:1][NH2:2].O1CCCC1.[CH2:8]=O.CO[C:12](=[O:29])[C:13]([OH:28])=[CH:14][C:15](=[O:27])[N:16]([CH2:18][C:19]1[CH:24]=[CH:23][C:22]([Cl:25])=[C:21]([Cl:26])[CH:20]=1)[CH3:17]. Given the product [Cl:26][C:21]1[CH:20]=[C:19]([CH:24]=[CH:23][C:22]=1[Cl:25])[CH2:18][N:16]([CH3:17])[C:15]([C:14]1[CH2:1][N:2]([CH3:8])[C:12](=[O:29])[C:13]=1[OH:28])=[O:27], predict the reactants needed to synthesize it.